Predict the reaction yield, written as a fraction of the theoretical maximum amount of product (1.0 means a 100% yield; for example, 0.34 means a 34% yield). From a dataset of Reaction yield outcomes from USPTO patents with 853,638 reactions. (1) The reactants are [CH3:1][CH:2]1[C:19](=O)[C:5]2=[CH:6][C:7]3[C:8]([CH3:18])([CH3:17])[C:9]4[C:14]([C:15]=3[CH:16]=[C:4]2[CH2:3]1)=[CH:13][CH:12]=[CH:11][CH:10]=4.[BH4-].[Na+]. The catalyst is C1COCC1.C(O)C.C1(C)C=CC=CC=1.C1(C)C=CC(S(O)(=O)=O)=CC=1. The product is [CH3:1][C:2]1[CH2:3][C:4]2[C:5]([CH:19]=1)=[CH:6][C:7]1[C:8]([CH3:18])([CH3:17])[C:9]3[C:14]([C:15]=1[CH:16]=2)=[CH:13][CH:12]=[CH:11][CH:10]=3. The yield is 0.894. (2) The reactants are [CH2:1]([N:5]1[C:17]2[C:16]3[CH:15]=[CH:14][CH:13]=[CH:12][C:11]=3[N:10]=[C:9](N)[C:8]=2[N:7]=[CH:6]1)[CH:2]([CH3:4])[CH3:3].[C:19]([O:23][C:24]([N:26]([CH3:43])[CH2:27][C:28]([O:30]C(=O)CN(C)C(OC(C)(C)C)=O)=[O:29])=[O:25])([CH3:22])([CH3:21])[CH3:20].C(N(CC)CC)C. The catalyst is C(OCC)(=O)C. The product is [C:24]([N:26]([CH2:27][C:28]([OH:30])=[O:29])[CH3:43])([O:23][C:19]([CH3:21])([CH3:22])[CH3:20])=[O:25].[CH2:1]([N:5]1[C:17]2[C:16]3[CH:15]=[CH:14][CH:13]=[CH:12][C:11]=3[N:10]=[C:9]([C:24]([NH2:26])=[O:23])[C:8]=2[N:7]=[CH:6]1)[CH:2]([CH3:4])[CH3:3]. The yield is 0.875. (3) The reactants are [N+:1]([C:4]1[CH:9]=[CH:8][CH:7]=[CH:6][C:5]=1[C:10]1[N:11]=[C:12]2[N:16]([CH:17]=1)[C:15]([CH2:18]O)=[CH:14][S:13]2)([O-:3])=[O:2].S(Cl)([Cl:22])=O. The product is [Cl:22][CH2:18][C:15]1[N:16]2[CH:17]=[C:10]([C:5]3[CH:6]=[CH:7][CH:8]=[CH:9][C:4]=3[N+:1]([O-:3])=[O:2])[N:11]=[C:12]2[S:13][CH:14]=1. The yield is 1.00. The catalyst is ClCCl.CN(C=O)C.